This data is from Peptide-MHC class I binding affinity with 185,985 pairs from IEDB/IMGT. The task is: Regression. Given a peptide amino acid sequence and an MHC pseudo amino acid sequence, predict their binding affinity value. This is MHC class I binding data. (1) The peptide sequence is VTGLFKDCSK. The MHC is HLA-A03:01 with pseudo-sequence HLA-A03:01. The binding affinity (normalized) is 0.219. (2) The peptide sequence is DTVNRTHQY. The MHC is HLA-B08:01 with pseudo-sequence HLA-B08:01. The binding affinity (normalized) is 0.0847. (3) The peptide sequence is AVDLSHFLK. The MHC is HLA-A31:01 with pseudo-sequence HLA-A31:01. The binding affinity (normalized) is 0.339. (4) The MHC is HLA-A03:01 with pseudo-sequence HLA-A03:01. The peptide sequence is PISELSRLR. The binding affinity (normalized) is 0. (5) The peptide sequence is NYILWENNI. The MHC is HLA-A23:01 with pseudo-sequence HLA-A23:01. The binding affinity (normalized) is 0.834. (6) The peptide sequence is LKISNDLNSI. The MHC is H-2-Db with pseudo-sequence H-2-Db. The binding affinity (normalized) is 0.350. (7) The peptide sequence is LYFNYIASL. The MHC is H-2-Kd with pseudo-sequence H-2-Kd. The binding affinity (normalized) is 0.169. (8) The peptide sequence is DEFIQRYKL. The MHC is HLA-B18:01 with pseudo-sequence HLA-B18:01. The binding affinity (normalized) is 0.642. (9) The peptide sequence is QLFPELECF. The MHC is HLA-B57:01 with pseudo-sequence HLA-B57:01. The binding affinity (normalized) is 0.0847. (10) The peptide sequence is ETIGLVRAL. The MHC is HLA-A26:01 with pseudo-sequence HLA-A26:01. The binding affinity (normalized) is 0.872.